Dataset: Full USPTO retrosynthesis dataset with 1.9M reactions from patents (1976-2016). Task: Predict the reactants needed to synthesize the given product. (1) Given the product [Cl:25][C:26]1[CH:31]=[CH:30][CH:29]=[CH:28][C:27]=1[CH2:32][S:33]([NH:36][C:22]([CH:19]1[CH2:18][CH2:17][N:16]([C:4]2[C:3]([C:1]#[N:2])=[CH:8][C:7]([C:9]([O:11][CH2:12][CH3:13])=[O:10])=[C:6]([CH2:14][F:15])[N:5]=2)[CH2:21][CH2:20]1)=[O:24])(=[O:34])=[O:35], predict the reactants needed to synthesize it. The reactants are: [C:1]([C:3]1[C:4]([N:16]2[CH2:21][CH2:20][CH:19]([C:22]([OH:24])=O)[CH2:18][CH2:17]2)=[N:5][C:6]([CH2:14][F:15])=[C:7]([C:9]([O:11][CH2:12][CH3:13])=[O:10])[CH:8]=1)#[N:2].[Cl:25][C:26]1[CH:31]=[CH:30][CH:29]=[CH:28][C:27]=1[CH2:32][S:33]([NH2:36])(=[O:35])=[O:34]. (2) Given the product [Cl:23][C:16]1[CH:17]=[C:18]([CH:21]=[CH:22][C:15]=1[NH:14][C:2]1[N:7]=[C:6]([NH:8][CH3:9])[C:5]([C:10]([F:13])([F:12])[F:11])=[CH:4][N:3]=1)[C:19]#[N:20], predict the reactants needed to synthesize it. The reactants are: Cl[C:2]1[N:7]=[C:6]([NH:8][CH3:9])[C:5]([C:10]([F:13])([F:12])[F:11])=[CH:4][N:3]=1.[NH2:14][C:15]1[CH:22]=[CH:21][C:18]([C:19]#[N:20])=[CH:17][C:16]=1[Cl:23].C(=O)([O-])[O-].[Cs+].[Cs+]. (3) Given the product [NH2:20][S:17]([C:11]1[C:10]([Cl:21])=[CH:9][C:8]([NH:7][CH2:6][C:3]2[O:4][CH:5]=[CH:1][CH:2]=2)=[C:13]([CH:12]=1)[C:14]([O:16][CH2:23][C:24]#[N:25])=[O:15])(=[O:19])=[O:18], predict the reactants needed to synthesize it. The reactants are: [CH:1]1[CH:2]=[C:3]([CH2:6][NH:7][C:8]2[C:13]([C:14]([OH:16])=[O:15])=[CH:12][C:11]([S:17]([NH2:20])(=[O:19])=[O:18])=[C:10]([Cl:21])[CH:9]=2)[O:4][CH:5]=1.Cl[CH2:23][C:24]#[N:25].